This data is from Forward reaction prediction with 1.9M reactions from USPTO patents (1976-2016). The task is: Predict the product of the given reaction. (1) The product is: [CH3:40][O:10][C:8](=[O:9])[C:7]1[CH:11]=[C:3]([O:2][CH3:1])[CH:4]=[CH:5][C:6]=1[N:17]1[C:20]2[C:21](=[O:39])[N:22]([C:32]3[CH:37]=[CH:36][C:35]([I:38])=[CH:34][CH:33]=3)[CH2:23][CH2:24][C:25]=2[C:26]([C:27]([F:30])([F:29])[F:28])=[N:18]1. Given the reactants [CH3:1][O:2][C:3]1[CH:11]=[C:7]([C:8]([OH:10])=[O:9])[C:6](N)=[CH:5][CH:4]=1.N([O-])=O.[Na+].[NH2:17][NH2:18].O[C:20]1[C:21](=[O:39])[N:22]([C:32]2[CH:37]=[CH:36][C:35]([I:38])=[CH:34][CH:33]=2)[CH2:23][CH2:24][C:25]=1[C:26](=O)[C:27]([F:30])([F:29])[F:28].[C:40](O)(=O)C, predict the reaction product. (2) Given the reactants [Cl:1][C:2]1[CH:10]=[CH:9][C:8]([OH:11])=[CH:7][C:3]=1[C:4](O)=[O:5].B, predict the reaction product. The product is: [Cl:1][C:2]1[CH:10]=[CH:9][C:8]([OH:11])=[CH:7][C:3]=1[CH2:4][OH:5]. (3) Given the reactants [F:1][C:2]1[CH:25]=[C:24]([F:26])[CH:23]=[C:22]([F:27])[C:3]=1[CH2:4][NH:5][C:6]1[CH:11]=[CH:10][N:9]=[C:8]([NH:12][C:13]2[CH:14]=[N:15][N:16]([CH2:18][C:19](O)=[O:20])[CH:17]=2)[N:7]=1.[CH3:28][CH2:29][N:30](C(C)C)C(C)C.CN(C(F)=[N+](C)C)C.F[P-](F)(F)(F)(F)F.C(N)C, predict the reaction product. The product is: [CH2:29]([NH:30][C:19](=[O:20])[CH2:18][N:16]1[CH:17]=[C:13]([NH:12][C:8]2[N:7]=[C:6]([NH:5][CH2:4][C:3]3[C:22]([F:27])=[CH:23][C:24]([F:26])=[CH:25][C:2]=3[F:1])[CH:11]=[CH:10][N:9]=2)[CH:14]=[N:15]1)[CH3:28]. (4) Given the reactants [CH:1]1([C:11]([OH:13])=O)[C:10]2[C:5](=[CH:6][CH:7]=[CH:8][CH:9]=2)[CH2:4][CH2:3][CH2:2]1.[CH:14]([C:17]1[CH:22]=[CH:21][C:20]([NH:23][CH2:24][C:25]2[CH:26]=[N:27][N:28]([C:30]3[CH:35]=[CH:34][CH:33]=[CH:32][CH:31]=3)[CH:29]=2)=[CH:19][CH:18]=1)([CH3:16])[CH3:15], predict the reaction product. The product is: [CH:14]([C:17]1[CH:18]=[CH:19][C:20]([N:23]([CH2:24][C:25]2[CH:26]=[N:27][N:28]([C:30]3[CH:35]=[CH:34][CH:33]=[CH:32][CH:31]=3)[CH:29]=2)[C:11]([CH:1]2[C:10]3[C:5](=[CH:6][CH:7]=[CH:8][CH:9]=3)[CH2:4][CH2:3][CH2:2]2)=[O:13])=[CH:21][CH:22]=1)([CH3:16])[CH3:15]. (5) Given the reactants [CH2:1]([O:8][C:9]1[CH:10]=[C:11]2[C:16](=[CH:17][CH:18]=1)[C:15](=[O:19])[N:14]([CH2:20][CH:21]([CH3:23])[CH3:22])[C:13]([C:24]([O:26][CH2:27][CH3:28])=[O:25])=[C:12]2[OH:29])[C:2]1[CH:7]=[CH:6][CH:5]=[CH:4][CH:3]=1.[F:30][C:31]([F:37])([F:36])[CH2:32][CH2:33][CH2:34]O.C(P(CCCC)CCCC)CCC.N(C(N1CCCCC1)=O)=NC(N1CCCCC1)=O, predict the reaction product. The product is: [CH2:1]([O:8][C:9]1[CH:10]=[C:11]2[C:16](=[CH:17][CH:18]=1)[C:15](=[O:19])[N:14]([CH2:20][CH:21]([CH3:23])[CH3:22])[C:13]([C:24]([O:26][CH2:27][CH3:28])=[O:25])=[C:12]2[O:29][CH2:34][CH2:33][CH2:32][C:31]([F:37])([F:36])[F:30])[C:2]1[CH:7]=[CH:6][CH:5]=[CH:4][CH:3]=1. (6) Given the reactants C([C:5]1[CH:13]=[C:12]([NH:14][C:15](=[O:37])[CH:16]([N:18]2[CH:23]=[C:22]([C:24]#[N:25])[C:21]([C:26]3[CH:31]=[C:30]([Cl:32])[CH:29]=[CH:28][C:27]=3[CH:33]3[CH2:35][CH2:34]3)=[CH:20][C:19]2=[O:36])[CH3:17])[CH:11]=[CH:10][C:6]=1[C:7]([OH:9])=[O:8])(C)(C)C.C(O)(C(F)(F)F)=O, predict the reaction product. The product is: [Cl:32][C:30]1[CH:29]=[CH:28][C:27]([CH:33]2[CH2:35][CH2:34]2)=[C:26]([C:21]2[C:22]([C:24]#[N:25])=[CH:23][N:18]([CH:16]([CH3:17])[C:15]([NH:14][C:12]3[CH:11]=[CH:10][C:6]([C:7]([OH:9])=[O:8])=[CH:5][CH:13]=3)=[O:37])[C:19](=[O:36])[CH:20]=2)[CH:31]=1. (7) Given the reactants [CH3:1][C:2]1[CH:8]=[C:7]([CH2:9][O:10][CH3:11])[CH:6]=[C:5]([CH3:12])[C:3]=1[NH2:4].CCN(C(C)C)C(C)C.[C:22](Cl)(Cl)=[O:23], predict the reaction product. The product is: [N:4]([C:3]1[C:5]([CH3:12])=[CH:6][C:7]([CH2:9][O:10][CH3:11])=[CH:8][C:2]=1[CH3:1])=[C:22]=[O:23]. (8) The product is: [NH2:30][C@@H:18]([CH2:19][C:20]1[CH:25]=[CH:24][C:23]([C:26]([F:27])([F:29])[F:28])=[CH:22][CH:21]=1)[CH2:17][NH:16][C:14]1[O:15][C:11]([C:7]2[CH:6]=[C:5]3[C:10](=[CH:9][CH:8]=2)[CH:1]=[N:2][CH:3]=[CH:4]3)=[N:12][N:13]=1. Given the reactants [CH:1]1[C:10]2[C:5](=[CH:6][C:7]([C:11]3[O:15][C:14]([NH:16][CH2:17][C@@H:18]([NH:30]C(=O)OC(C)(C)C)[CH2:19][C:20]4[CH:25]=[CH:24][C:23]([C:26]([F:29])([F:28])[F:27])=[CH:22][CH:21]=4)=[N:13][N:12]=3)=[CH:8][CH:9]=2)[CH:4]=[CH:3][N:2]=1.C(O)(C(F)(F)F)=O, predict the reaction product.